Dataset: Catalyst prediction with 721,799 reactions and 888 catalyst types from USPTO. Task: Predict which catalyst facilitates the given reaction. (1) Reactant: [I:1][C:2]1[C:10]2[C:5](=[N:6][CH:7]=[C:8]([C:11]3[CH:12]=[C:13]([C:17]([N:19]4[CH2:24][CH2:23][O:22][CH2:21][CH2:20]4)=[O:18])[CH:14]=[CH:15][CH:16]=3)[CH:9]=2)[NH:4][N:3]=1.[H-].[Na+].[CH3:27][Si:28]([CH2:31][CH2:32][O:33][CH2:34]Cl)([CH3:30])[CH3:29]. Product: [I:1][C:2]1[C:10]2[C:5](=[N:6][CH:7]=[C:8]([C:11]3[CH:12]=[C:13]([C:17]([N:19]4[CH2:20][CH2:21][O:22][CH2:23][CH2:24]4)=[O:18])[CH:14]=[CH:15][CH:16]=3)[CH:9]=2)[N:4]([CH2:34][O:33][CH2:32][CH2:31][Si:28]([CH3:30])([CH3:29])[CH3:27])[N:3]=1.[N:19]1([C:17]([C:13]2[CH:14]=[CH:15][CH:16]=[C:11]([C:8]3[CH:7]=[N:6][C:5]4=[N:4][N:3]([CH2:34][O:33][CH2:32][CH2:31][Si:28]([CH3:30])([CH3:29])[CH3:27])[CH:2]=[C:10]4[CH:9]=3)[CH:12]=2)=[O:18])[CH2:24][CH2:23][O:22][CH2:21][CH2:20]1. The catalyst class is: 3. (2) Reactant: [NH2:1][C:2]1[C:7]([N+:8]([O-:10])=[O:9])=[CH:6][CH:5]=[CH:4][C:3]=1[OH:11].Br[CH2:13][C:14](OCC)=[O:15].C(=O)([O-])[O-].[K+].[K+].CN(C=O)C. The catalyst class is: 6. Product: [N+:8]([C:7]1[C:2]2[NH:1][C:14](=[O:15])[CH2:13][O:11][C:3]=2[CH:4]=[CH:5][CH:6]=1)([O-:10])=[O:9].